Dataset: Full USPTO retrosynthesis dataset with 1.9M reactions from patents (1976-2016). Task: Predict the reactants needed to synthesize the given product. (1) Given the product [CH2:21]([C@H:13]1[N:12]([CH:23]([CH3:24])[CH3:25])[C:11]2[N:10]=[C:9]([C:8]3[CH:7]=[CH:6][N:5]=[CH:4][C:3]=3[CH2:2][NH:1][C:26](=[O:27])[CH3:28])[N:18]=[CH:17][C:16]=2[N:15]([CH3:19])[C:14]1=[O:20])[CH3:22], predict the reactants needed to synthesize it. The reactants are: [NH2:1][CH2:2][C:3]1[CH:4]=[N:5][CH:6]=[CH:7][C:8]=1[C:9]1[N:18]=[CH:17][C:16]2[N:15]([CH3:19])[C:14](=[O:20])[C@@H:13]([CH2:21][CH3:22])[N:12]([CH:23]([CH3:25])[CH3:24])[C:11]=2[N:10]=1.[C:26](O)([C:28](F)(F)F)=[O:27]. (2) The reactants are: [C:1]1([C@@H:7]([NH:9][C:10]2[N:20]=[CH:19][CH:18]=[CH:17][C:11]=2[C:12]([O:14][CH2:15]C)=[O:13])[CH3:8])[CH:6]=[CH:5][CH:4]=[CH:3][CH:2]=1.C(C(CC)CNC1N=CC=CC=1C(OCC)=[O:29])C. Given the product [C:1]1([C@@H:7]([N:9]2[C:10]3[N:20]=[CH:19][CH:18]=[CH:17][C:11]=3[C:12](=[O:13])[O:14][C:15]2=[O:29])[CH3:8])[CH:6]=[CH:5][CH:4]=[CH:3][CH:2]=1, predict the reactants needed to synthesize it. (3) Given the product [CH:13]1([NH:18][C:43]([C:34]2[N:36]([N+:10]([O-:12])=[O:11])[C:25]([CH3:24])=[CH:26][NH:27][CH:29]=2)=[O:44])[CH2:17][CH2:16][CH2:15][CH2:14]1, predict the reactants needed to synthesize it. The reactants are: CC1NN=C(C(O)=O)C=1[N+:10]([O-:12])=[O:11].[CH:13]1([NH2:18])[CH2:17][CH2:16][CH2:15][CH2:14]1.CCN=C=N[CH2:24][CH2:25][CH2:26][N:27]([CH3:29])C.C1C=CC2N(O)N=[N:36][C:34]=2C=1.CN([CH:43]=[O:44])C. (4) Given the product [Cl:73][C:55]1[C:56]([NH:58][C:59]2[CH:64]=[CH:63][C:62]([O:65][CH3:66])=[CH:61][C:60]=2[N:67]2[CH2:72][CH2:71][O:70][CH2:69][CH2:68]2)=[N:57][C:52]([NH:44][C:5]2[C:6]([O:8][CH3:9])=[CH:7][C:2]3[CH2:31][CH2:32][N:27]([CH2:28][C:29]([N:13]([CH3:18])[CH3:14])=[O:30])[CH2:25][CH2:26][C:3]=3[CH:4]=2)=[N:53][CH:54]=1, predict the reactants needed to synthesize it. The reactants are: F[C:2]1[CH:7]=[C:6]([O:8][CH3:9])[CH:5]=[CH:4][C:3]=1[N+]([O-])=O.[NH:13]1[CH2:18]COC[CH2:14]1.COC1C=CC([N+]([O-])=O)=[C:25]([N:27]2[CH2:32][CH2:31][O:30][CH2:29][CH2:28]2)[CH:26]=1.COC1C=CC([NH2:44])=C(N2CCOCC2)C=1.Cl[C:52]1[N:57]=[C:56]([NH:58][C:59]2[CH:64]=[CH:63][C:62]([O:65][CH3:66])=[CH:61][C:60]=2[N:67]2[CH2:72][CH2:71][O:70][CH2:69][CH2:68]2)[C:55]([Cl:73])=[CH:54][N:53]=1.